From a dataset of Full USPTO retrosynthesis dataset with 1.9M reactions from patents (1976-2016). Predict the reactants needed to synthesize the given product. (1) Given the product [C:18]1([B:25]([OH:29])[OH:26])[CH:23]=[CH:22][CH:21]=[CH:20][CH:19]=1, predict the reactants needed to synthesize it. The reactants are: C(OC(N1CCCC1C1NC([C:18]2[CH:23]=[CH:22][C:21](Br)=[CH:20][CH:19]=2)=NC=1)=O)(C)(C)C.[B:25]1(B2OC(C)(C)C(C)(C)O2)[O:29]C(C)(C)C(C)(C)[O:26]1.C([O-])(=O)C.[K+]. (2) Given the product [Cl:8][C:7]1[N:6]=[C:5]([C:9]([O:11][CH3:12])=[O:10])[CH:4]=[CH:3][C:2]=1[C:25]#[C:24][Si:21]([CH3:23])([CH3:22])[CH3:20], predict the reactants needed to synthesize it. The reactants are: Br[C:2]1[CH:3]=[CH:4][C:5]([C:9]([O:11][CH3:12])=[O:10])=[N:6][C:7]=1[Cl:8].C(N(CC)CC)C.[CH3:20][Si:21]([C:24]#[CH:25])([CH3:23])[CH3:22]. (3) Given the product [F:13][C:9]1[C:8]([F:14])=[C:7]2[C:12]([C:3]([CH2:2][N:22]3[C:23]4[CH:29]=[CH:28][CH:27]=[CH:26][C:24]=4[N:25]=[C:21]3[CH:17]3[CH2:18][CH2:19][CH2:20][O:16]3)=[CH:4][C:5](=[O:15])[NH:6]2)=[CH:11][CH:10]=1, predict the reactants needed to synthesize it. The reactants are: Br[CH2:2][C:3]1[C:12]2[C:7](=[C:8]([F:14])[C:9]([F:13])=[CH:10][CH:11]=2)[NH:6][C:5](=[O:15])[CH:4]=1.[O:16]1[CH2:20][CH2:19][CH2:18][CH:17]1[C:21]1[NH:25][C:24]2[CH:26]=[CH:27][CH:28]=[CH:29][C:23]=2[N:22]=1. (4) The reactants are: [N+:1]([C:4]1[CH:5]=[C:6]([CH:10]=[C:11]([C:13]([F:16])([F:15])[F:14])[CH:12]=1)[C:7](O)=[O:8])([O-:3])=[O:2].B.CSC. Given the product [N+:1]([C:4]1[CH:5]=[C:6]([CH2:7][OH:8])[CH:10]=[C:11]([C:13]([F:14])([F:15])[F:16])[CH:12]=1)([O-:3])=[O:2], predict the reactants needed to synthesize it. (5) Given the product [NH2:34][CH2:33][C:23]1([C:26]2[CH:27]=[CH:28][C:29]([Cl:32])=[CH:30][CH:31]=2)[CH2:24][CH2:25][N:20]([C:2]2[CH:11]=[C:10]3[C:5]([C:6](=[O:12])[NH:7][CH:8]=[N:9]3)=[CH:4][CH:3]=2)[CH2:21][CH2:22]1, predict the reactants needed to synthesize it. The reactants are: F[C:2]1[CH:11]=[C:10]2[C:5]([C:6](=[O:12])[NH:7][CH:8]=[N:9]2)=[CH:4][CH:3]=1.C(OC([N:20]1[CH2:25][CH2:24][C:23]([CH2:33][NH2:34])([C:26]2[CH:31]=[CH:30][C:29]([Cl:32])=[CH:28][CH:27]=2)[CH2:22][CH2:21]1)=O)(C)(C)C. (6) Given the product [C:10]([O:9][C:7](=[O:8])[NH:1][C@H:2]([C:4](=[O:6])[NH:34][CH2:33][CH2:32][C:31]1[CH:35]=[CH:36][C:37]2[O:38][CH2:27][O:28][C:29]=2[CH:30]=1)[CH3:3])([CH3:13])([CH3:12])[CH3:11], predict the reactants needed to synthesize it. The reactants are: [NH:1]([C:7]([O:9][C:10]([CH3:13])([CH3:12])[CH3:11])=[O:8])[C@H:2]([C:4]([OH:6])=O)[CH3:3].C1N=CN(C(N2C=NC=C2)=O)C=1.Cl.[CH2:27]1[O:38][C:37]2[CH:36]=[CH:35][C:31]([CH2:32][CH2:33][NH2:34])=[CH:30][C:29]=2[O:28]1. (7) Given the product [C:17]([O:20][CH2:4][C:3]1[CH:8]=[C:9]([O:12][C:13]([F:16])([F:15])[F:14])[CH:10]=[CH:11][C:2]=1[O:1][C:26](=[O:25])[CH3:32])(=[O:19])[CH3:18], predict the reactants needed to synthesize it. The reactants are: [OH:1][C:2]1[CH:11]=[CH:10][C:9]([O:12][C:13]([F:16])([F:15])[F:14])=[CH:8][C:3]=1[CH2:4]N(C)C.[C:17]([O:20]C(=O)C)(=[O:19])[CH3:18].C[OH:25].[C:26]1([CH3:32])C=CC=CC=1.